From a dataset of Full USPTO retrosynthesis dataset with 1.9M reactions from patents (1976-2016). Predict the reactants needed to synthesize the given product. (1) Given the product [Br:1][C:2]1[CH:3]=[C:4]([CH:11]=[O:12])[C:5]2[N:6]([N:8]=[CH:9][N:10]=2)[CH:7]=1, predict the reactants needed to synthesize it. The reactants are: [Br:1][C:2]1[CH:3]=[C:4]([CH2:11][OH:12])[C:5]2[N:6]([N:8]=[CH:9][N:10]=2)[CH:7]=1.CC(OI1(OC(C)=O)(OC(C)=O)OC(=O)C2C=CC=CC1=2)=O. (2) Given the product [Br:36][C:25]1[C:12]2[N:13]=[C:14]([NH:16][C:17]3[CH:24]=[CH:23][C:20]([C:21]#[N:22])=[CH:19][CH:18]=3)[N:15]=[C:10]([S:9][C:2]3[C:3]([CH3:8])=[CH:4][C:5]([CH3:7])=[CH:6][C:1]=3[CH3:28])[C:11]=2[NH:27][CH:26]=1, predict the reactants needed to synthesize it. The reactants are: [C:1]1([CH3:28])[CH:6]=[C:5]([CH3:7])[CH:4]=[C:3]([CH3:8])[C:2]=1[S:9][C:10]1[C:11]2[NH:27][CH:26]=[CH:25][C:12]=2[N:13]=[C:14]([NH:16][C:17]2[CH:24]=[CH:23][C:20]([C:21]#[N:22])=[CH:19][CH:18]=2)[N:15]=1.C1C(=O)N([Br:36])C(=O)C1. (3) The reactants are: [Cl:1][C:2]1[C:3]2[NH:10][CH:9]=[CH:8][C:4]=2[N:5]=[CH:6][N:7]=1.Br[CH2:12][CH:13]=[CH2:14].[H-].[Na+]. Given the product [CH2:14]([N:10]1[C:3]2[C:2]([Cl:1])=[N:7][CH:6]=[N:5][C:4]=2[CH:8]=[CH:9]1)[CH:13]=[CH2:12], predict the reactants needed to synthesize it.